From a dataset of Reaction yield outcomes from USPTO patents with 853,638 reactions. Predict the reaction yield, written as a fraction of the theoretical maximum amount of product (1.0 means a 100% yield; for example, 0.34 means a 34% yield). (1) The reactants are [Cl:1][C:2]1[CH:7]=[CH:6][C:5]([CH2:8][C:9]#[N:10])=[CH:4][C:3]=1[OH:11].C([O-])([O-])=O.[K+].[K+].[CH:18]1[CH:23]=[CH:22][C:21]([CH2:24]Br)=[CH:20][CH:19]=1. The catalyst is CC#N. The product is [CH2:24]([O:11][C:3]1[CH:4]=[C:5]([CH2:8][C:9]#[N:10])[CH:6]=[CH:7][C:2]=1[Cl:1])[C:21]1[CH:22]=[CH:23][CH:18]=[CH:19][CH:20]=1. The yield is 0.600. (2) The reactants are [NH2:1][C:2]([CH3:28])([CH3:27])[C@H:3]([NH:8][C:9](=[O:26])[C:10]1[CH:15]=[CH:14][C:13]([C:16]#[C:17][C:18]#[C:19][C@@H:20]([OH:25])[C@@H:21]([CH3:24])[CH2:22][OH:23])=[CH:12][CH:11]=1)[C:4](OC)=[O:5].[NH2:29][OH:30]. The catalyst is C(O)(C)C. The product is [NH2:1][C:2]([CH3:28])([CH3:27])[C@H:3]([NH:8][C:9](=[O:26])[C:10]1[CH:15]=[CH:14][C:13]([C:16]#[C:17][C:18]#[C:19][C@@H:20]([OH:25])[C@@H:21]([CH3:24])[CH2:22][OH:23])=[CH:12][CH:11]=1)[C:4]([NH:29][OH:30])=[O:5]. The yield is 0.151. (3) The reactants are [NH2:1][C@@H:2]([CH3:5])[CH2:3][OH:4].[Cl:6][C:7]1[CH:12]=[CH:11][CH:10]=[C:9](I)[CH:8]=1.P([O-])([O-])([O-])=O.[K+].[K+].[K+].C(O)CO. The catalyst is CC(O)C.[Cu](I)I.O. The product is [Cl:6][C:7]1[CH:8]=[C:9]([NH:1][C@@H:2]([CH3:5])[CH2:3][OH:4])[CH:10]=[CH:11][CH:12]=1. The yield is 0.970. (4) The reactants are [N+:1]([C:4]1[CH:9]=[CH:8][C:7]([OH:10])=[CH:6][C:5]=1[F:11])([O-])=O. The catalyst is C(OCC)(=O)C.C(O)(=O)C.[Fe]. The product is [NH2:1][C:4]1[CH:9]=[CH:8][C:7]([OH:10])=[CH:6][C:5]=1[F:11]. The yield is 0.980. (5) The reactants are Cl.Cl.[CH2:3]([CH:5]([CH2:22][CH3:23])[C:6]([NH:8][C:9]1[CH:14]=[CH:13][C:12]([N:15]2[CH2:20][CH2:19][NH:18][CH2:17][CH2:16]2)=[C:11]([F:21])[CH:10]=1)=[O:7])[CH3:4].[CH3:24][O:25][C:26](=[O:36])[CH:27](Br)[C:28]1[CH:33]=[CH:32][CH:31]=[C:30]([F:34])[CH:29]=1.C([O-])([O-])=O.[K+].[K+]. The catalyst is CN(C=O)C.O. The product is [CH3:24][O:25][C:26](=[O:36])[CH:27]([N:18]1[CH2:17][CH2:16][N:15]([C:12]2[CH:13]=[CH:14][C:9]([NH:8][C:6](=[O:7])[CH:5]([CH2:3][CH3:4])[CH2:22][CH3:23])=[CH:10][C:11]=2[F:21])[CH2:20][CH2:19]1)[C:28]1[CH:33]=[CH:32][CH:31]=[C:30]([F:34])[CH:29]=1. The yield is 0.780. (6) The reactants are [Br:1][C:2]1[CH:9]=[CH:8]C(C#N)=[C:4]([O:10][C:11]2[C:16]([CH3:17])=[CH:15][C:14]([CH3:18])=[CH:13][C:12]=2[CH3:19])[CH:3]=1.[OH-:20].[Na+].Cl.[CH2:23]([OH:25])[CH3:24]. The catalyst is O. The product is [Br:1][C:2]1[CH:9]=[CH:8][C:24]([C:23]([OH:20])=[O:25])=[C:4]([O:10][C:11]2[C:16]([CH3:17])=[CH:15][C:14]([CH3:18])=[CH:13][C:12]=2[CH3:19])[CH:3]=1. The yield is 0.570. (7) The reactants are [Br:1][C:2]1[CH:3]=[C:4]2[O:10]C(=O)[NH:8][C:5]2=[N:6][CH:7]=1.[OH-].[Na+].C(=O)=O. No catalyst specified. The product is [NH2:8][C:5]1[C:4]([OH:10])=[CH:3][C:2]([Br:1])=[CH:7][N:6]=1. The yield is 0.980.